This data is from Reaction yield outcomes from USPTO patents with 853,638 reactions. The task is: Predict the reaction yield, written as a fraction of the theoretical maximum amount of product (1.0 means a 100% yield; for example, 0.34 means a 34% yield). (1) The reactants are I([O-])(=O)(=O)=[O:2].[Na+].[Br:7][C:8]1[C:9](=[O:31])[C:10]([O:23][CH2:24][C:25]2[CH:30]=[CH:29][CH:28]=[CH:27][CH:26]=2)=[C:11]([C:19]([O:21][CH3:22])=[O:20])[N:12]([CH2:14][CH:15]([OH:18])CO)[CH:13]=1. The catalyst is O. The product is [Br:7][C:8]1[C:9](=[O:31])[C:10]([O:23][CH2:24][C:25]2[CH:30]=[CH:29][CH:28]=[CH:27][CH:26]=2)=[C:11]([C:19]([O:21][CH3:22])=[O:20])[N:12]([CH2:14][CH:15]([OH:2])[OH:18])[CH:13]=1. The yield is 0.880. (2) The reactants are [CH:1]([C:3]1[CH:12]=[CH:11][C:6]([C:7]([O:9][CH3:10])=[O:8])=[CH:5][CH:4]=1)=O.[C:13]12([NH2:23])[CH2:22][CH:17]3[CH2:18][CH:19]([CH2:21][CH:15]([CH2:16]3)[CH2:14]1)[CH2:20]2.CO.[BH4-].[Na+]. The catalyst is O. The product is [C:13]12([NH:23][CH2:1][C:3]3[CH:12]=[CH:11][C:6]([C:7]([O:9][CH3:10])=[O:8])=[CH:5][CH:4]=3)[CH2:20][CH:19]3[CH2:18][CH:17]([CH2:16][CH:15]([CH2:21]3)[CH2:14]1)[CH2:22]2. The yield is 0.900. (3) The reactants are [CH:1]1([CH2:4][O:5][C:6]2[CH:11]=[C:10]([F:12])[CH:9]=[CH:8][C:7]=2[C:13]2[N:17]([CH3:18])[CH:16]=[N:15][C:14]=2[C:19]2[CH:24]=[C:23]([CH:25]=O)[CH:22]=[CH:21][N:20]=2)[CH2:3][CH2:2]1.[C:27]([O-])([O-])=O.[K+].[K+].COP(C(=[N+]=[N-])C(=O)C)(=O)OC. The catalyst is CO. The product is [CH:1]1([CH2:4][O:5][C:6]2[CH:11]=[C:10]([F:12])[CH:9]=[CH:8][C:7]=2[C:13]2[N:17]([CH3:18])[CH:16]=[N:15][C:14]=2[C:19]2[CH:24]=[C:23]([C:25]#[CH:27])[CH:22]=[CH:21][N:20]=2)[CH2:2][CH2:3]1. The yield is 0.750. (4) The reactants are C(OC([N:8]1[CH2:13][CH2:12][CH2:11][CH:10]([CH2:14][NH:15][C@:16]23[CH2:50][CH2:49][C@@H:48]([C:51]([CH3:53])=[CH2:52])[C@@H:17]2[C@@H:18]2[C@@:31]([CH3:34])([CH2:32][CH2:33]3)[C@@:30]3([CH3:35])[C@@H:21]([C@:22]4([CH3:47])[C@@H:27]([CH2:28][CH2:29]3)[C:26]([CH3:37])([CH3:36])[C:25]([C:38]3[CH:46]=[CH:45][C:41]([C:42]([OH:44])=[O:43])=[CH:40][CH:39]=3)=[CH:24][CH2:23]4)[CH2:20][CH2:19]2)[CH2:9]1)=O)(C)(C)C.C(O)(C(F)(F)F)=O. The catalyst is C(Cl)Cl. The product is [CH3:34][C@:31]12[C@@:30]3([CH3:35])[C@@H:21]([C@:22]4([CH3:47])[C@@H:27]([CH2:28][CH2:29]3)[C:26]([CH3:36])([CH3:37])[C:25]([C:38]3[CH:46]=[CH:45][C:41]([C:42]([OH:44])=[O:43])=[CH:40][CH:39]=3)=[CH:24][CH2:23]4)[CH2:20][CH2:19][C@@H:18]1[C@H:17]1[C@H:48]([C:51]([CH3:53])=[CH2:52])[CH2:49][CH2:50][C@:16]1([NH:15][CH2:14][CH:10]1[CH2:11][CH2:12][CH2:13][NH:8][CH2:9]1)[CH2:33][CH2:32]2. The yield is 0.810. (5) The reactants are [C:1](Cl)(=[O:4])[CH:2]=[CH2:3].[CH3:6][N:7]1[CH2:14][C@@H:13]2[C@@H:9]([N:10]([C:15]3[CH:20]=[C:19]([O:21][CH3:22])[C:18]([NH:23][C:24]4[N:29]=[C:28]([C:30]5[CH:31]=[N:32][N:33]6[CH2:38][CH2:37][CH2:36][CH2:35][C:34]=56)[CH:27]=[CH:26][N:25]=4)=[CH:17][C:16]=3[NH2:39])[CH2:11][CH2:12]2)[CH2:8]1. The catalyst is C1COCC1.C(Cl)Cl. The product is [CH3:6][N:7]1[CH2:14][C@@H:13]2[C@@H:9]([N:10]([C:15]3[CH:20]=[C:19]([O:21][CH3:22])[C:18]([NH:23][C:24]4[N:29]=[C:28]([C:30]5[CH:31]=[N:32][N:33]6[CH2:38][CH2:37][CH2:36][CH2:35][C:34]=56)[CH:27]=[CH:26][N:25]=4)=[CH:17][C:16]=3[NH:39][C:1](=[O:4])[CH:2]=[CH2:3])[CH2:11][CH2:12]2)[CH2:8]1. The yield is 0.140. (6) The reactants are CCN(CC)CC.[N:8]([CH2:11][CH2:12][CH2:13][C:14]([OH:16])=O)=[N+:9]=[N-:10].C(Cl)(=O)C(C)(C)C.[CH2:24]([C@H:31]1[CH2:35][O:34][C:33](=[O:36])[NH:32]1)[C:25]1[CH:30]=[CH:29][CH:28]=[CH:27][CH:26]=1. The catalyst is C1COCC1. The product is [N:8]([CH2:11][CH2:12][CH2:13][C:14]([N:32]1[C@@H:31]([CH2:24][C:25]2[CH:30]=[CH:29][CH:28]=[CH:27][CH:26]=2)[CH2:35][O:34][C:33]1=[O:36])=[O:16])=[N+:9]=[N-:10]. The yield is 0.740.